From a dataset of NCI-60 drug combinations with 297,098 pairs across 59 cell lines. Regression. Given two drug SMILES strings and cell line genomic features, predict the synergy score measuring deviation from expected non-interaction effect. (1) Drug 1: CS(=O)(=O)C1=CC(=C(C=C1)C(=O)NC2=CC(=C(C=C2)Cl)C3=CC=CC=N3)Cl. Drug 2: C1=CC(=CC=C1C#N)C(C2=CC=C(C=C2)C#N)N3C=NC=N3. Cell line: SK-MEL-2. Synergy scores: CSS=-0.836, Synergy_ZIP=1.11, Synergy_Bliss=1.93, Synergy_Loewe=-4.09, Synergy_HSA=-2.92. (2) Drug 1: C#CCC(CC1=CN=C2C(=N1)C(=NC(=N2)N)N)C3=CC=C(C=C3)C(=O)NC(CCC(=O)O)C(=O)O. Drug 2: C1CCC(C(C1)N)N.C(=O)(C(=O)[O-])[O-].[Pt+4]. Cell line: RPMI-8226. Synergy scores: CSS=25.4, Synergy_ZIP=2.18, Synergy_Bliss=-1.07, Synergy_Loewe=-3.79, Synergy_HSA=-5.50. (3) Drug 1: CC1C(C(CC(O1)OC2CC(CC3=C2C(=C4C(=C3O)C(=O)C5=C(C4=O)C(=CC=C5)OC)O)(C(=O)C)O)N)O.Cl. Drug 2: CCC1(CC2CC(C3=C(CCN(C2)C1)C4=CC=CC=C4N3)(C5=C(C=C6C(=C5)C78CCN9C7C(C=CC9)(C(C(C8N6C)(C(=O)OC)O)OC(=O)C)CC)OC)C(=O)OC)O.OS(=O)(=O)O. Cell line: MOLT-4. Synergy scores: CSS=79.6, Synergy_ZIP=3.70, Synergy_Bliss=4.48, Synergy_Loewe=2.96, Synergy_HSA=4.34. (4) Drug 1: CN(C)C1=NC(=NC(=N1)N(C)C)N(C)C. Drug 2: C1=NC2=C(N1)C(=S)N=CN2. Cell line: HCT116. Synergy scores: CSS=31.7, Synergy_ZIP=-13.5, Synergy_Bliss=-12.3, Synergy_Loewe=-68.6, Synergy_HSA=-11.7.